This data is from Reaction yield outcomes from USPTO patents with 853,638 reactions. The task is: Predict the reaction yield, written as a fraction of the theoretical maximum amount of product (1.0 means a 100% yield; for example, 0.34 means a 34% yield). The reactants are CCN=C=NCCCN(C)C.Cl.[Br:13][C:14]1[CH:15]=[C:16]([NH2:21])[C:17]([NH2:20])=[CH:18][CH:19]=1.[C:22]([O:26][C:27]([N:29]1[C@H:34]([C:35](O)=O)[CH2:33][C@@H:32]2[C@H:30]1[CH2:31]2)=[O:28])([CH3:25])([CH3:24])[CH3:23].ON1C2C=CC=CC=2N=N1. The catalyst is C(Cl)Cl.C(O)(=O)C. The product is [Br:13][C:14]1[CH:19]=[CH:18][C:17]2[N:20]=[C:35]([C@@H:34]3[CH2:33][C@@H:32]4[C@@H:30]([CH2:31]4)[N:29]3[C:27]([O:26][C:22]([CH3:23])([CH3:25])[CH3:24])=[O:28])[NH:21][C:16]=2[CH:15]=1. The yield is 0.633.